From a dataset of Full USPTO retrosynthesis dataset with 1.9M reactions from patents (1976-2016). Predict the reactants needed to synthesize the given product. (1) Given the product [CH3:28][O:29][CH2:30][C@@H:31]([NH:33][C:5]1[N:10]=[C:9]([C:11]2[N:15]3[CH2:16][CH2:17][CH2:18][N:14]3[C:13](=[O:19])[C:12]=2[O:20][C:21]2[CH:26]=[CH:25][CH:24]=[CH:23][C:22]=2[CH3:27])[CH:8]=[CH:7][N:6]=1)[CH3:32], predict the reactants needed to synthesize it. The reactants are: CS([C:5]1[N:10]=[C:9]([C:11]2[N:15]3[CH2:16][CH2:17][CH2:18][N:14]3[C:13](=[O:19])[C:12]=2[O:20][C:21]2[CH:26]=[CH:25][CH:24]=[CH:23][C:22]=2[CH3:27])[CH:8]=[CH:7][N:6]=1)(=O)=O.[CH3:28][O:29][CH2:30][C@@H:31]([NH2:33])[CH3:32]. (2) Given the product [CH2:25]([O:32][N:33]1[C:39](=[O:40])[N:38]2[CH2:41][C@H:34]1[CH2:35][CH2:36][C@H:37]2[C:42]([NH:46][NH:45][C:47]([O:49][C:50]([CH3:53])([CH3:52])[CH3:51])=[O:48])=[O:44])[C:26]1[CH:27]=[CH:28][CH:29]=[CH:30][CH:31]=1, predict the reactants needed to synthesize it. The reactants are: CN(C(ON1N=NC2C=CC=NC1=2)=[N+](C)C)C.F[P-](F)(F)(F)(F)F.[CH2:25]([O:32][N:33]1[C:39](=[O:40])[N:38]2[CH2:41][C@H:34]1[CH2:35][CH2:36][C@H:37]2[C:42]([OH:44])=O)[C:26]1[CH:31]=[CH:30][CH:29]=[CH:28][CH:27]=1.[NH:45]([C:47]([O:49][C:50]([CH3:53])([CH3:52])[CH3:51])=[O:48])[NH2:46].CCN(C(C)C)C(C)C. (3) Given the product [ClH:59].[ClH:59].[CH3:29][N:28]1[C:5]2[C:6]3[CH:11]=[CH:10][CH:9]=[CH:8][C:7]=3[O:12][C:13]3([CH2:14][CH2:15][NH:16][CH2:17][CH2:18]3)[C:4]=2[C:1]([CH3:2])=[N:27]1, predict the reactants needed to synthesize it. The reactants are: [C:1]([CH:4]1[C:13]2([CH2:18][CH2:17][N:16](C(OC(C)(C)C)=O)[CH2:15][CH2:14]2)[O:12][C:11]2[C:6](=[CH:7][CH:8]=[CH:9][CH:10]=2)[C:5]1=O)(=O)[CH3:2].[NH2:27][N:28](C)[C:29](=O)OC(C)(C)C.O.C1(C)C=CC(S(O)(=O)=O)=CC=1.NN(C)C(=O)OCCCC.[ClH:59]. (4) The reactants are: OC(C(F)(F)F)=O.[OH:8][C@H:9]1[C@H:14]([N:15]2[CH2:19][CH2:18][O:17][C:16]2=[O:20])[CH2:13][CH2:12][NH:11][CH2:10]1.[Cl:21][C:22]1[N:26]2[CH:27]=[C:28]([CH:35]3[CH2:37][CH2:36]3)[CH:29]=[C:30]([C:31]([F:34])([F:33])[F:32])[C:25]2=[N:24][C:23]=1[C:38](O)=[O:39].CCN(C(C)C)C(C)C.CN(C(ON1N=NC2C=CC=NC1=2)=[N+](C)C)C.F[P-](F)(F)(F)(F)F. Given the product [Cl:21][C:22]1[N:26]2[CH:27]=[C:28]([CH:35]3[CH2:37][CH2:36]3)[CH:29]=[C:30]([C:31]([F:33])([F:32])[F:34])[C:25]2=[N:24][C:23]=1[C:38]([N:11]1[CH2:12][CH2:13][C@@H:14]([N:15]2[CH2:19][CH2:18][O:17][C:16]2=[O:20])[C@H:9]([OH:8])[CH2:10]1)=[O:39], predict the reactants needed to synthesize it. (5) Given the product [ClH:26].[OH:1][CH2:2][CH2:3][C@H:4]([NH:11][C:12]([CH:14]1[NH:18][CH2:17][CH2:16][S:15]1)=[O:13])[C:5]1[CH:6]=[CH:7][CH:8]=[CH:9][CH:10]=1, predict the reactants needed to synthesize it. The reactants are: [OH:1][CH2:2][CH2:3][C@H:4]([NH:11][C:12]([CH:14]1[N:18](C(OC(C)(C)C)=O)[CH2:17][CH2:16][S:15]1)=[O:13])[C:5]1[CH:10]=[CH:9][CH:8]=[CH:7][CH:6]=1.[ClH:26].